From a dataset of Drug-target binding data from BindingDB using IC50 measurements. Regression. Given a target protein amino acid sequence and a drug SMILES string, predict the binding affinity score between them. We predict pIC50 (pIC50 = -log10(IC50 in M); higher means more potent). Dataset: bindingdb_ic50. (1) The drug is Cc1[nH]c(/C=C2\C(=O)Nc3ccc(S(=O)(=O)Cc4c(Cl)cccc4Cl)cc32)c(C)c1C(=O)N1CCC[C@@H]1CN1CCCC1. The target protein (O75956) has sequence MSYKPIAPAPSSTPGSSTPGPGTPVPTGSVPSPSGSVPGAGAPFRPLFNDFGPPSMGYVQAMKPPGAQGSQSTYTDLLSVIEEMGKEIRPTYAGSKSAMERLKRGIIHARALVRECLAETERNART. The pIC50 is 5.0. (2) The compound is C[C@]1(/C=C\c2cncs2)[C@H](C(=O)[O-])N2C(=O)C[C@H]2S1(=O)=O. The target protein (P02919) has sequence MAGNDREPIGRKGKPTRPVKQKVSRRRYEDDDDYDDYDDYEDEEPMPRKGKGKGKGRKPRGKRGWLWLLLKLAIVFAVLIAIYGVYLDQKIRSRIDGKVWQLPAAVYGRMVNLEPDMTISKNEMVKLLEATQYRQVSKMTRPGEFTVQANSIEMIRRPFDFPDSKEGQVRARLTFDGDHLATIVNMENNRQFGFFRLDPRLITMISSPNGEQRLFVPRSGFPDLLVDTLLATEDRHFYEHDGISLYSIGRAVLANLTAGRTVQGASTLTQQLVKNLFLSSERSYWRKANEAYMALIMDARYSKDRILELYMNEVYLGQSGDNEIRGFPLASLYYFGRPVEELSLDQQALLVGMVKGASIYNPWRNPKLALERRNLVLRLLQQQQIIDQELYDMLSARPLGVQPRGGVISPQPAFMQLVRQELQAKLGDKVKDLSGVKIFTTFDSVAQDAAEKAAVEGIPALKKQRKLSDLETAIVVVDRFSGEVRAMVGGSEPQFAGYNR.... The pIC50 is 2.0. (3) The compound is Cc1cc(Nc2ccc(OC(F)F)cc2)n2ncnc2n1. The target protein sequence is MKRFDERMNKEKSKHKKVLFFIFSSIVGLYMYFESYNPEFFMYDVFLDFCLNYVDSEVCHDLFLLLGKYGLLPYDTSNDSVYATSDIKNLNFINPFGVAAGFDKNGICIDSILKLGFSFIEIGTITPKPQKGNNKPRIFRDVENKSIINACGFNNIGCDKVTENLINFRKKQEEDKLLSKHIVGVSIGKNKHTENIVDDLKYSIYKIARYADYIAINVSSPNTPGLRDNQESNKLKNIILFVKQEINKIEQIGHNGETFWMNTIKKKPLVFVKLAPDLENSEKKKIAQVLLDTGIDGMIISNTTINKMDIKSFEDKKGGVSGKKLKDLSTNLISDMYIYTNKQIPIIASGGILTGADALEKIEAGASVCQLYSCLVFNGVKSAIQIKREFNNALYQKGYYNLREAIGKKHSNAKSLKV. The pIC50 is 4.6. (4) The drug is C=C1/C(=C\C=C2/CCC[C@@]3(C)[C@H]2CC[C@@H]3[C@H](C)C[C@@H]2OC(=O)C(=C)[C@@H]2CC(C)C)C[C@@H](O)[C@H](CCCO)[C@@H]1O. The target protein (P11473) has sequence MEAMAASTSLPDPGDFDRNVPRICGVCGDRATGFHFNAMTCEGCKGFFRRSMKRKALFTCPFNGDCRITKDNRRHCQACRLKRCVDIGMMKEFILTDEEVQRKREMILKRKEEEALKDSLRPKLSEEQQRIIAILLDAHHKTYDPTYSDFCQFRPPVRVNDGGGSHPSRPNSRHTPSFSGDSSSSCSDHCITSSDMMDSSSFSNLDLSEEDSDDPSVTLELSQLSMLPHLADLVSYSIQKVIGFAKMIPGFRDLTSEDQIVLLKSSAIEVIMLRSNESFTMDDMSWTCGNQDYKYRVSDVTKAGHSLELIEPLIKFQVGLKKLNLHEEEHVLLMAICIVSPDRPGVQDAALIEAIQDRLSNTLQTYIRCRHPPPGSHLLYAKMIQKLADLRSLNEEHSKQYRCLSFQPECSMKLTPLVLEVFGNEIS. The pIC50 is 8.0. (5) The compound is COc1nc2ccc(Br)cc2cc1[C@H](c1ccccc1)[C@@](O)(CCN(C)C)c1cccc2ccccc12. The target protein sequence is MDLDPNAIITAGALIGGGLIMGGGAIGAGIGDGIAGNALISGIARQPEAQGRLFTPFFITVGLVEAAYFINLAFMALFVFATPGLQ. The pIC50 is 6.1. (6) The drug is Cc1c(NS(=O)(=O)c2ccc(CCCC3CCN(C)CC3)cc2)c(CCc2ccccc2)nn1C. The target protein sequence is MSRNPSNSDAAHAFWSTQPVPQTEDETEKIVFAGPMDEPKTVADIPEEPYPIASTFEWWTPNMEAADDIHAIYELLRDNYVEDDDSMFRFNYSEEFLQWALCPPNYIPDWHVAVRRKADKKLLAFIAGVPVTLRMGTPKYMKVKAQEKGEGEEAAKYDEPRHICEINFLCVHKQLREKRLAPILIKEATRRVNRTNVWQAVYTAGVLLPTPYASGQYFHRSLNPEKLVEIRFSGIPAQYQKFQNPMAMLKRNYQLPSAPKNSGLREMKPSDVPQVRRILMNYLDSFDVGPVFSDAEISHYLLPRDGVVFTYVVENDKKVTDFFSFYRIPSTVIGNSNYNLLNAAYVHYYAATSIPLHQLILDLLIVAHSRGFDVCNMVEILDNRSFVEQLKFGAGDGHLRYYFYNWAYPKIKPSQVALVML. The pIC50 is 6.3.